From a dataset of HIV replication inhibition screening data with 41,000+ compounds from the AIDS Antiviral Screen. Binary Classification. Given a drug SMILES string, predict its activity (active/inactive) in a high-throughput screening assay against a specified biological target. (1) The molecule is O=C1OC(c2ccccc2)=NC1=Cc1ccc(Br)cc1. The result is 0 (inactive). (2) The molecule is CC(CC(O)(C=NO)c1ccccc1)=NO. The result is 0 (inactive). (3) The drug is Cc1ccc(-c2c3nc(c(-c4ccc(C)cc4)c4ccc([nH]4)c(-c4cc[n+]([Pd-2]5([n+]6ccc(-c7c8nc(c(-c9ccc(C)cc9)c9ccc([nH]9)c(-c9ccc(C)cc9)c9nc(c(-c%10ccc(C)cc%10)c%10ccc7[nH]%10)C=C9)C=C8)cc6)[PH](c6ccccc6)(c6ccccc6)CCC[PH]5(c5ccccc5)c5ccccc5)cc4)c4nc(c(-c5ccc(C)cc5)c5ccc2[nH]5)C=C4)C=C3)cc1.O=S(=O)([O-])C(F)(F)F. The result is 0 (inactive). (4) The drug is COC(C(=O)OC1C(=O)N2CCC3CCC1C32C)c1ccccc1. The result is 0 (inactive). (5) The compound is CC1=C(C(=O)OC23CC4CC(CC(C4)C2)C3)C(c2ccccc2OC(F)F)C(C(=O)OC23CC4CC(CC(C4)C2)C3)=C(C)N1. The result is 0 (inactive).